From a dataset of Forward reaction prediction with 1.9M reactions from USPTO patents (1976-2016). Predict the product of the given reaction. (1) Given the reactants C([O:8][C:9]1[C:14](=[O:15])[N:13]=[C:12]([CH2:16][C:17]2[C:22]([Cl:23])=[CH:21][CH:20]=[CH:19][C:18]=2[Cl:24])[N:11]2[CH2:25][CH2:26][N:27]([CH:30]([CH3:32])[CH3:31])[C:28](=[O:29])[C:10]=12)C1C=CC=CC=1.Cl, predict the reaction product. The product is: [Cl:23][C:22]1[CH:21]=[CH:20][CH:19]=[C:18]([Cl:24])[C:17]=1[CH2:16][C:12]1[N:11]2[CH2:25][CH2:26][N:27]([CH:30]([CH3:32])[CH3:31])[C:28](=[O:29])[C:10]2=[C:9]([OH:8])[C:14](=[O:15])[N:13]=1. (2) Given the reactants CO[C:3]([C:5]1[C:6]([OH:28])=[C:7]2[C:12](=[CH:13][N:14]=1)[N:11]([C:15]1[CH:20]=[CH:19][CH:18]=[CH:17][CH:16]=1)[C:10](=[O:21])[C:9]([C:22]1[CH:27]=[CH:26][CH:25]=[CH:24][CH:23]=1)=[CH:8]2)=[O:4].[NH2:29][CH2:30][CH2:31][C:32]([OH:34])=[O:33].C[O-].[Na+], predict the reaction product. The product is: [OH:28][C:6]1[C:5]([C:3]([NH:29][CH2:30][CH2:31][C:32]([OH:34])=[O:33])=[O:4])=[N:14][CH:13]=[C:12]2[C:7]=1[CH:8]=[C:9]([C:22]1[CH:27]=[CH:26][CH:25]=[CH:24][CH:23]=1)[C:10](=[O:21])[N:11]2[C:15]1[CH:16]=[CH:17][CH:18]=[CH:19][CH:20]=1.